Dataset: Forward reaction prediction with 1.9M reactions from USPTO patents (1976-2016). Task: Predict the product of the given reaction. (1) The product is: [OH:16][CH2:15][CH2:14][CH2:13][C:12]([N:7]1[C:8]2[C:3](=[C:2]([C:26]3[CH:27]=[N:28][N:29]([CH2:31][C:32]([O:34][CH2:35][CH3:36])=[O:33])[CH:30]=3)[CH:11]=[CH:10][CH:9]=2)[CH2:4][CH2:5][CH2:6]1)=[O:17]. Given the reactants Br[C:2]1[CH:11]=[CH:10][CH:9]=[C:8]2[C:3]=1[CH2:4][CH2:5][CH2:6][N:7]2[C:12](=[O:17])[CH2:13][CH2:14][CH2:15][OH:16].CC1(C)C(C)(C)OB([C:26]2[CH:27]=[N:28][N:29]([CH2:31][C:32]([O:34][CH2:35][CH3:36])=[O:33])[CH:30]=2)O1.P([O-])([O-])([O-])=O.[K+].[K+].[K+].C(OCC)(=O)C, predict the reaction product. (2) Given the reactants [CH2:1](Br)[CH3:2].FC(F)(F)C(O)=O.[NH:11]1[CH2:15][CH2:14][C@H:13]([C:16]([O:18][CH2:19][C:20]2[CH:25]=[CH:24][CH:23]=[CH:22][CH:21]=2)=[O:17])[CH2:12]1.C(=O)([O-])[O-].[K+].[K+].CN(C=O)C, predict the reaction product. The product is: [CH2:1]([N:11]1[CH2:15][CH2:14][C@H:13]([C:16]([O:18][CH2:19][C:20]2[CH:25]=[CH:24][CH:23]=[CH:22][CH:21]=2)=[O:17])[CH2:12]1)[CH3:2].